From a dataset of Full USPTO retrosynthesis dataset with 1.9M reactions from patents (1976-2016). Predict the reactants needed to synthesize the given product. (1) Given the product [CH:1]1([C@H:5]([NH:10][C:11]2[N:19]=[C:18]([C:20]([OH:22])=[O:21])[N:17]=[C:16]3[C:12]=2[N:13]([CH2:31][C:32]2[CH:33]=[CH:34][C:35]([C:38]([F:39])([F:40])[F:41])=[CH:36][CH:37]=2)[C:14]([C:24]2[CH:29]=[CH:28][CH:27]=[C:26]([CH3:30])[CH:25]=2)=[N:15]3)[CH2:6][CH2:7][CH2:8][OH:9])[CH2:2][CH2:3][CH2:4]1, predict the reactants needed to synthesize it. The reactants are: [CH:1]1([C@H:5]([NH:10][C:11]2[N:19]=[C:18]([C:20]([O:22]C)=[O:21])[N:17]=[C:16]3[C:12]=2[N:13]([CH2:31][C:32]2[CH:37]=[CH:36][C:35]([C:38]([F:41])([F:40])[F:39])=[CH:34][CH:33]=2)[C:14]([C:24]2[CH:29]=[CH:28][CH:27]=[C:26]([CH3:30])[CH:25]=2)=[N:15]3)[CH2:6][CH2:7][CH2:8][OH:9])[CH2:4][CH2:3][CH2:2]1.[OH-].[Li+].Cl. (2) Given the product [Br:14][C:15]1[CH:20]=[CH:19][C:18]([C:2]2[C:7]([CH3:8])=[CH:6][CH:5]=[CH:4][N:3]=2)=[CH:17][CH:16]=1, predict the reactants needed to synthesize it. The reactants are: Br[C:2]1[C:7]([CH3:8])=[CH:6][CH:5]=[CH:4][N:3]=1.C1COCC1.[Br:14][C:15]1[CH:20]=[CH:19][C:18](I)=[CH:17][CH:16]=1.C(N(CC(O)=O)CC(O)=O)CN(CC(O)=O)CC(O)=O. (3) Given the product [NH2:22][C:4]1[CH:3]=[C:2]([CH3:1])[CH:7]=[CH:6][C:5]=1[S:8]([NH:11][C:12]1[CH:13]=[CH:14][CH:15]=[C:16]2[C:21]=1[N:20]=[CH:19][CH:18]=[CH:17]2)(=[O:10])=[O:9], predict the reactants needed to synthesize it. The reactants are: [CH3:1][C:2]1[CH:7]=[CH:6][C:5]([S:8]([NH:11][C:12]2[CH:13]=[CH:14][CH:15]=[C:16]3[C:21]=2[N:20]=[CH:19][CH:18]=[CH:17]3)(=[O:10])=[O:9])=[C:4]([N+:22]([O-])=O)[CH:3]=1.[Sn](Cl)Cl.Cl. (4) Given the product [CH3:23][N:22]([CH3:24])[C:19]1[CH:18]=[CH:17][C:16]([C:15]2[N:11]([C:8]3[N:9]=[N:10][C:5]([O:2][CH3:1])=[CH:6][CH:7]=3)[N:12]=[C:13]([C:25]([OH:27])=[O:26])[CH:14]=2)=[CH:21][CH:20]=1, predict the reactants needed to synthesize it. The reactants are: [CH3:1][O-:2].[Na+].Cl[C:5]1[N:10]=[N:9][C:8]([N:11]2[C:15]([C:16]3[CH:21]=[CH:20][C:19]([N:22]([CH3:24])[CH3:23])=[CH:18][CH:17]=3)=[CH:14][C:13]([C:25]([O:27]C)=[O:26])=[N:12]2)=[CH:7][CH:6]=1.O. (5) Given the product [CH2:47]([NH:49][C:50]([C:52]1[N:53]=[C:54]([C:61]([F:63])([F:64])[F:62])[N:55]2[CH2:60][CH2:59][N:58]([C:4](=[O:5])[C:3]3[CH:7]=[C:8]([CH2:11][C:12]4[C:21]5[C:16](=[CH:17][CH:18]=[CH:19][CH:20]=5)[C:15](=[O:22])[NH:14][N:13]=4)[CH:9]=[CH:10][C:2]=3[F:1])[CH2:57][C:56]=12)=[O:51])[CH3:48], predict the reactants needed to synthesize it. The reactants are: [F:1][C:2]1[CH:10]=[CH:9][C:8]([CH2:11][C:12]2[C:21]3[C:16](=[CH:17][CH:18]=[CH:19][CH:20]=3)[C:15](=[O:22])[NH:14][N:13]=2)=[CH:7][C:3]=1[C:4](O)=[O:5].F[P-](F)(F)(F)(F)F.N1(OC(N(C)C)=[N+](C)C)C2C=CC=CC=2N=N1.[CH2:47]([NH:49][C:50]([C:52]1[N:53]=[C:54]([C:61]([F:64])([F:63])[F:62])[N:55]2[CH2:60][CH2:59][NH:58][CH2:57][C:56]=12)=[O:51])[CH3:48].C(N(CC)C(C)C)(C)C. (6) Given the product [CH3:1][O:2][C:3]1([O:17][CH3:18])[CH2:8][CH2:7][N:6]([C:9]([O:11][C:12]([CH3:15])([CH3:14])[CH3:13])=[O:10])[CH2:5]/[C:4]/1=[N:22]\[O:20][CH3:21], predict the reactants needed to synthesize it. The reactants are: [CH3:1][O:2][C:3]1([O:17][CH3:18])[CH2:8][CH2:7][N:6]([C:9]([O:11][C:12]([CH3:15])([CH3:14])[CH3:13])=[O:10])[CH2:5][C:4]1=O.Cl.[O:20]([NH2:22])[CH3:21].C([O-])(=O)C.[Na+]. (7) Given the product [NH2:17][C:16]1[CH2:15][C:9]([C:10]([O:12][CH2:13][CH3:14])=[O:11])=[CH:8][C:5]2[CH:6]=[CH:7][C:2]([Br:1])=[CH:3][C:4]=2[N:18]=1, predict the reactants needed to synthesize it. The reactants are: [Br:1][C:2]1[CH:7]=[CH:6][C:5](/[CH:8]=[C:9](\[CH2:15][C:16]#[N:17])/[C:10]([O:12][CH2:13][CH3:14])=[O:11])=[C:4]([N+:18]([O-])=O)[CH:3]=1. (8) Given the product [CH2:24]([N:21]1[CH2:20][CH2:19][N:18]([C:15]2[CH:14]=[CH:13][C:12]([NH:11][C:7]3[N:8]=[C:9]([CH3:10])[C:4]4[CH:3]=[C:2]([C:33]5[S:32][CH:36]=[CH:35][CH:34]=5)[C:27](=[O:28])[N:26]([CH:29]([CH3:30])[CH3:31])[C:5]=4[N:6]=3)=[CH:17][CH:16]=2)[CH2:23][CH2:22]1)[CH3:25], predict the reactants needed to synthesize it. The reactants are: Br[C:2]1[C:27](=[O:28])[N:26]([CH:29]([CH3:31])[CH3:30])[C:5]2[N:6]=[C:7]([NH:11][C:12]3[CH:17]=[CH:16][C:15]([N:18]4[CH2:23][CH2:22][N:21]([CH2:24][CH3:25])[CH2:20][CH2:19]4)=[CH:14][CH:13]=3)[N:8]=[C:9]([CH3:10])[C:4]=2[CH:3]=1.[S:32]1[CH:36]=[CH:35][CH:34]=[C:33]1B(O)O.C(N(CC)CC)C.COCCOC. (9) Given the product [CH:1]1([CH2:7][C:13]([C:15]2[N:16]=[C:17]([CH:20]3[CH2:21][CH2:22][N:23]([C:26]([O:28][C:29]([CH3:32])([CH3:31])[CH3:30])=[O:27])[CH2:24][CH2:25]3)[S:18][CH:19]=2)=[O:14])[CH2:6][CH2:5][CH2:4][CH2:3][CH2:2]1, predict the reactants needed to synthesize it. The reactants are: [CH:1]1([CH2:7][Mg]Cl)[CH2:6][CH2:5][CH2:4][CH2:3][CH2:2]1.CON(C)[C:13]([C:15]1[N:16]=[C:17]([CH:20]2[CH2:25][CH2:24][N:23]([C:26]([O:28][C:29]([CH3:32])([CH3:31])[CH3:30])=[O:27])[CH2:22][CH2:21]2)[S:18][CH:19]=1)=[O:14].[Cl-].[NH4+].